Dataset: Peptide-MHC class II binding affinity with 134,281 pairs from IEDB. Task: Regression. Given a peptide amino acid sequence and an MHC pseudo amino acid sequence, predict their binding affinity value. This is MHC class II binding data. (1) The peptide sequence is TLVLKMLHSSSLTSL. The MHC is DRB1_0101 with pseudo-sequence DRB1_0101. The binding affinity (normalized) is 1.00. (2) The peptide sequence is DTFRKLFRGYSNFLR. The MHC is DRB1_0404 with pseudo-sequence DRB1_0404. The binding affinity (normalized) is 0.275. (3) The peptide sequence is GGRLAFQEFMIVPCE. The MHC is DRB1_1302 with pseudo-sequence DRB1_1302. The binding affinity (normalized) is 0.521. (4) The peptide sequence is LLWDYMCISLSTAIE. The MHC is DRB3_0101 with pseudo-sequence DRB3_0101. The binding affinity (normalized) is 0.709. (5) The peptide sequence is KENIIDLTKIDRCFQL. The MHC is DRB4_0101 with pseudo-sequence DRB4_0103. The binding affinity (normalized) is 0. (6) The peptide sequence is GELQIVDKIDAAFKK. The MHC is DRB1_0701 with pseudo-sequence DRB1_0701. The binding affinity (normalized) is 0.284. (7) The peptide sequence is NSADTISSYFVGK. The MHC is DRB1_0701 with pseudo-sequence DRB1_0701. The binding affinity (normalized) is 0.0536.